This data is from Forward reaction prediction with 1.9M reactions from USPTO patents (1976-2016). The task is: Predict the product of the given reaction. (1) Given the reactants [CH3:1][C:2]1[CH:7]=[CH:6][N:5]2[C:8]([CH:22]=[C:23]3[CH2:28][CH2:27][N:26]([C:29]([O:31][C:32]([CH3:35])([CH3:34])[CH3:33])=[O:30])[CH2:25][CH2:24]3)=[C:9]([C:11]3[CH:16]=[CH:15][C:14]([C:17](=[O:20])[NH:18][CH3:19])=[CH:13][C:12]=3[CH3:21])[N:10]=[C:4]2[CH:3]=1, predict the reaction product. The product is: [CH3:1][C:2]1[CH:7]=[CH:6][N:5]2[C:8]([CH2:22][CH:23]3[CH2:28][CH2:27][N:26]([C:29]([O:31][C:32]([CH3:35])([CH3:34])[CH3:33])=[O:30])[CH2:25][CH2:24]3)=[C:9]([C:11]3[CH:16]=[CH:15][C:14]([C:17](=[O:20])[NH:18][CH3:19])=[CH:13][C:12]=3[CH3:21])[N:10]=[C:4]2[CH:3]=1. (2) Given the reactants Br[C:2]1[CH:8]=[C:7]([F:9])[CH:6]=[C:5]([O:10][CH3:11])[C:3]=1[NH2:4].[C:12]([Cu])#[N:13].O, predict the reaction product. The product is: [NH2:4][C:3]1[C:5]([O:10][CH3:11])=[CH:6][C:7]([F:9])=[CH:8][C:2]=1[C:12]#[N:13]. (3) Given the reactants [C+:1]1[C:13]2[NH:12][C:11]3[C:6](=[CH:7][CH:8]=[CH:9][CH:10]=3)[C:5]=2[CH:4]=[CH:3][CH:2]=1, predict the reaction product. The product is: [CH:10]1[C:11]2[NH:12][C:13]3[C:5](=[CH:4][CH:3]=[CH:2][CH:1]=3)[C:6]=2[CH:7]=[CH:8][CH:9]=1. (4) Given the reactants [OH-:1].[K+].[CH2:3]([NH:5][CH2:6][CH3:7])[CH3:4].Br[CH:9]([CH:12](Br)[CH2:13]O)[CH2:10]O.[OH2:16], predict the reaction product. The product is: [CH2:3]([N:5]([CH2:6][CH3:7])[CH2:10][CH:9]([OH:16])[CH:12]([OH:1])[CH2:13][N:5]([CH2:6][CH3:7])[CH2:3][CH3:4])[CH3:4]. (5) Given the reactants I[C:2]1[CH:11]=[CH:10][CH:9]=[C:8]2[C:3]=1[CH:4]=[CH:5][C:6](Cl)=[N:7]2.[CH3:13][C:14]1[O:18][C:17]([CH2:19][NH2:20])=[CH:16][CH:15]=1.[NH2:21][C:22]1[CH:26]=[C:25]([CH3:27])[NH:24][N:23]=1, predict the reaction product. The product is: [CH3:13][C:14]1[O:18][C:17]([CH2:19][NH:20][C:6]2[CH:5]=[CH:4][C:3]3[C:2]([NH:21][C:22]4[CH:26]=[C:25]([CH3:27])[NH:24][N:23]=4)=[CH:11][CH:10]=[CH:9][C:8]=3[N:7]=2)=[CH:16][CH:15]=1.